Dataset: Full USPTO retrosynthesis dataset with 1.9M reactions from patents (1976-2016). Task: Predict the reactants needed to synthesize the given product. (1) The reactants are: [C:1]([C:3]1[C:4]([C:18]2[CH:23]=[CH:22][C:21]([N+:24]([O-:26])=[O:25])=[CH:20][CH:19]=2)=[N:5][S:6][C:7]=1[NH:8][C:9]([NH:11][CH2:12][CH2:13][C:14]([O:16][CH3:17])=[O:15])=[O:10])#[N:2].S(=O)(=O)(O)[OH:28]. Given the product [NH2:2][C:1]([C:3]1[C:4]([C:18]2[CH:19]=[CH:20][C:21]([N+:24]([O-:26])=[O:25])=[CH:22][CH:23]=2)=[N:5][S:6][C:7]=1[NH:8][C:9]([NH:11][CH2:12][CH2:13][C:14]([O:16][CH3:17])=[O:15])=[O:10])=[O:28], predict the reactants needed to synthesize it. (2) Given the product [ClH:32].[NH2:8][CH:9]([C:14]1[CH:19]=[CH:18][C:17]([O:20][CH3:21])=[C:16]([O:22][CH2:23][CH3:24])[CH:15]=1)[CH2:10][CH:11]([OH:13])[CH3:12], predict the reactants needed to synthesize it. The reactants are: C(OC([NH:8][CH:9]([C:14]1[CH:19]=[CH:18][C:17]([O:20][CH3:21])=[C:16]([O:22][CH2:23][CH3:24])[CH:15]=1)[CH2:10][CH:11]([OH:13])[CH3:12])=O)(C)(C)C.O1CCOCC1.C(Cl)[Cl:32]. (3) Given the product [CH3:1][O:2][C:3](=[O:12])[CH:4]([Br:13])[C:5]1[CH:10]=[CH:9][CH:8]=[C:7]([Cl:11])[CH:6]=1, predict the reactants needed to synthesize it. The reactants are: [CH3:1][O:2][C:3](=[O:12])[CH2:4][C:5]1[CH:10]=[CH:9][CH:8]=[C:7]([Cl:11])[CH:6]=1.[Br:13]N1C(=O)CCC1=O.Br. (4) Given the product [C:17]([O:16][C:14]([NH:13][C:10]1[N:9]=[CH:8][C:7]([CH2:6][N:24]2[CH2:23][CH2:22][N:21]([C:27]([O:29][CH2:30][C:31]3[CH:36]=[CH:35][CH:34]=[CH:33][CH:32]=3)=[O:28])[CH2:26][CH2:25]2)=[CH:12][CH:11]=1)=[O:15])([CH3:20])([CH3:19])[CH3:18], predict the reactants needed to synthesize it. The reactants are: CS(O[CH2:6][C:7]1[CH:8]=[N:9][C:10]([NH:13][C:14]([O:16][C:17]([CH3:20])([CH3:19])[CH3:18])=[O:15])=[CH:11][CH:12]=1)(=O)=O.[N:21]1([C:27]([O:29][CH2:30][C:31]2[CH:36]=[CH:35][CH:34]=[CH:33][CH:32]=2)=[O:28])[CH2:26][CH2:25][NH:24][CH2:23][CH2:22]1.C([O-])([O-])=O.[K+].[K+].[Na+].[I-]. (5) Given the product [CH:25]1([CH2:28][N:29]([C:2]2[C:3]3[C:11]([CH3:12])=[C:10]([CH3:13])[N:9]([C:14]4[C:19]5=[N:20][S:21][N:22]=[C:18]5[C:17]([CH3:23])=[CH:16][C:15]=4[CH3:24])[C:4]=3[N:5]=[C:6]([CH3:8])[N:7]=2)[CH2:30][CH2:31][CH3:32])[CH2:27][CH2:26]1, predict the reactants needed to synthesize it. The reactants are: Cl[C:2]1[C:3]2[C:11]([CH3:12])=[C:10]([CH3:13])[N:9]([C:14]3[C:19]4=[N:20][S:21][N:22]=[C:18]4[C:17]([CH3:23])=[CH:16][C:15]=3[CH3:24])[C:4]=2[N:5]=[C:6]([CH3:8])[N:7]=1.[CH:25]1([CH2:28][NH:29][CH2:30][CH2:31][CH3:32])[CH2:27][CH2:26]1.CS(C)=O. (6) Given the product [CH:1]1([CH2:5][N:6]2[CH2:19][CH2:18][C@@:17]34[C:20]5[C:26]6[CH2:27][C@@H:7]2[C@@H:8]3[CH2:9][CH2:10][C:11](=[O:12])[C@@H:16]4[O:22][C:21]=5[C:23]([C:28]#[N:29])=[CH:24][CH:25]=6)[CH2:2][CH2:3][CH2:4]1, predict the reactants needed to synthesize it. The reactants are: [CH:1]1([CH2:5][N:6]2[CH2:19][CH2:18][C@@:17]34[C:20]5[C:26]6[CH2:27][C@@H:7]2[C@@H:8]3[CH2:9][CH2:10][C:11]2([C@@H:16]4[O:22][C:21]=5[C:23]([C:28]#[N:29])=[CH:24][CH:25]=6)OCC[O:12]2)[CH2:4][CH2:3][CH2:2]1. (7) Given the product [CH3:37][C:31]1([CH3:38])[C:32]2=[CH:33][NH:34][N:35]=[C:36]2[C:28]2[S:14][C:15]3[CH:21]=[C:20]([O:22][C:23]([F:24])([F:25])[F:26])[CH:19]=[CH:18][C:16]=3[NH:17][C:29]=2[C:30]1=[O:42], predict the reactants needed to synthesize it. The reactants are: [NH2:17][C:16]1[CH:18]=[CH:19][C:20]([O:22][C:23]([F:24])([F:25])[F:26])=[CH:21][C:15]=1[S:14][S:14][C:15]1[CH:21]=[C:20]([O:22][C:23]([F:26])([F:25])[F:24])[CH:19]=[CH:18][C:16]=1[NH2:17].Br[CH:28]1[C:36]2[C:32](=[CH:33][NH:34][N:35]=2)[C:31]([CH3:38])([CH3:37])[CH2:30][C:29]1=O.C([OH:42])C. (8) Given the product [CH2:18]([O:1][C:2]1[CH:7]=[C:6]([CH3:8])[C:5]([C:9]2[CH:14]=[CH:13][CH:12]=[C:11]([CH:15]=[O:16])[CH:10]=2)=[C:4]([CH3:17])[CH:3]=1)[C:19]1[CH:24]=[CH:23][CH:22]=[CH:21][CH:20]=1, predict the reactants needed to synthesize it. The reactants are: [OH:1][C:2]1[CH:7]=[C:6]([CH3:8])[C:5]([C:9]2[CH:14]=[CH:13][CH:12]=[C:11]([CH:15]=[O:16])[CH:10]=2)=[C:4]([CH3:17])[CH:3]=1.[CH2:18](Br)[C:19]1[CH:24]=[CH:23][CH:22]=[CH:21][CH:20]=1.C(=O)([O-])[O-].[K+].[K+].O. (9) Given the product [C:14]([O:13][C:12]([NH:1][C@H:2]([CH2:6][CH:7]1[CH2:9][CH2:8]1)[C:3]([OH:5])=[O:4])=[O:18])([CH3:17])([CH3:16])[CH3:15], predict the reactants needed to synthesize it. The reactants are: [NH2:1][C@H:2]([CH2:6][CH:7]1[CH2:9][CH2:8]1)[C:3]([OH:5])=[O:4].[OH-].[Na+].[C:12](=O)([O:18]C(C)(C)C)[O:13][C:14]([CH3:17])([CH3:16])[CH3:15]. (10) Given the product [F:1][C:2]1[CH:3]=[CH:4][C:5]([C:8]2[O:9][C:10]3[CH:19]=[C:18]([N+:20]([O-:22])=[O:21])[C:17]([C:23]4[CH:28]=[C:27]([C:29](=[O:40])[NH:30][C:31]5([C:34]6[CH:35]=[CH:36][CH:37]=[CH:38][CH:39]=6)[CH2:33][CH2:32]5)[CH:26]=[CH:25][C:24]=4[CH3:41])=[CH:16][C:11]=3[C:12]=2[C:13]([NH:44][CH3:43])=[O:15])=[CH:6][CH:7]=1, predict the reactants needed to synthesize it. The reactants are: [F:1][C:2]1[CH:7]=[CH:6][C:5]([C:8]2[O:9][C:10]3[CH:19]=[C:18]([N+:20]([O-:22])=[O:21])[C:17]([C:23]4[CH:28]=[C:27]([C:29](=[O:40])[NH:30][C:31]5([C:34]6[CH:39]=[CH:38][CH:37]=[CH:36][CH:35]=6)[CH2:33][CH2:32]5)[CH:26]=[CH:25][C:24]=4[CH3:41])=[CH:16][C:11]=3[C:12]=2[C:13]([OH:15])=O)=[CH:4][CH:3]=1.Cl.[CH3:43][NH2:44].